The task is: Predict the reaction yield, written as a fraction of the theoretical maximum amount of product (1.0 means a 100% yield; for example, 0.34 means a 34% yield).. This data is from Reaction yield outcomes from USPTO patents with 853,638 reactions. (1) The reactants are [CH3:1][O:2][C:3]1[CH:23]=[CH:22][C:6]([CH2:7][N:8]2[N:12]=[N:11][C:10]([C:13]3[CH:14]=[C:15]([CH:19]=[CH:20][CH:21]=3)[C:16](O)=[O:17])=[N:9]2)=[CH:5][CH:4]=1.C(Cl)(=O)C([Cl:27])=O.CN(C=O)C. The catalyst is ClCCl. The product is [CH3:1][O:2][C:3]1[CH:23]=[CH:22][C:6]([CH2:7][N:8]2[N:12]=[N:11][C:10]([C:13]3[CH:14]=[C:15]([CH:19]=[CH:20][CH:21]=3)[C:16]([Cl:27])=[O:17])=[N:9]2)=[CH:5][CH:4]=1. The yield is 0.900. (2) The yield is 0.446. The product is [Cl:32][C:12]1[CH:11]=[C:6]([CH2:5][C:16]#[N:17])[CH:7]=[N:8][CH:9]=1. The reactants are C(OC(=O)[CH:5]([C:16]#[N:17])[C:6]1[CH:7]=[N:8][C:9]([C:12](F)(F)F)=N[CH:11]=1)C.BrCC1CC1.[Na+].[I-].C1COCC1.[NH4+].[Cl-:32]. The catalyst is O1CCOCC1. (3) The reactants are [CH3:1][NH:2][S:3]([C:6]1[CH:11]=[CH:10][C:9]([C:12]2[N:17]=[C:16]([NH:18]C(=O)OC(C)(C)C)[CH:15]=[CH:14][CH:13]=2)=[CH:8][CH:7]=1)(=[O:5])=[O:4].[ClH:26].CO. The catalyst is CO. The product is [ClH:26].[NH2:18][C:16]1[N:17]=[C:12]([C:9]2[CH:10]=[CH:11][C:6]([S:3]([NH:2][CH3:1])(=[O:4])=[O:5])=[CH:7][CH:8]=2)[CH:13]=[CH:14][CH:15]=1. The yield is 0.710. (4) The reactants are [F:1][C:2]1[CH:7]=[CH:6][C:5]([C:8]2[CH:9]=[C:10]3[C:16]([C:17]4[CH:18]=[N:19][N:20]([CH2:22][CH2:23][C:24]5[CH:29]=[CH:28][CH:27]=[CH:26][CH:25]=5)[CH:21]=4)=[CH:15][N:14](S(C4C=CC(C)=CC=4)(=O)=O)[C:11]3=[N:12][CH:13]=2)=[CH:4][C:3]=1[NH:40][S:41]([CH3:44])(=[O:43])=[O:42].[OH-].[Li+]. The catalyst is C1COCC1.CO.O. The product is [F:1][C:2]1[CH:7]=[CH:6][C:5]([C:8]2[CH:9]=[C:10]3[C:16]([C:17]4[CH:18]=[N:19][N:20]([CH2:22][CH2:23][C:24]5[CH:29]=[CH:28][CH:27]=[CH:26][CH:25]=5)[CH:21]=4)=[CH:15][NH:14][C:11]3=[N:12][CH:13]=2)=[CH:4][C:3]=1[NH:40][S:41]([CH3:44])(=[O:42])=[O:43]. The yield is 0.376.